From a dataset of Catalyst prediction with 721,799 reactions and 888 catalyst types from USPTO. Predict which catalyst facilitates the given reaction. (1) Reactant: [CH3:1][N:2]([CH3:49])[CH2:3][C:4]([N:6]1[C:15]2[C:10](=[CH:11][C:12]([CH3:48])=[C:13]([NH:16][C:17]3[N:18]=[C:19]([NH:36][C:37]4[CH:46]=[CH:45][CH:44]=[C:43]([F:47])[C:38]=4[C:39]([NH:41][CH3:42])=[O:40])[C:20]4[CH:25]=[CH:24][N:23](S(C5C=CC(C)=CC=5)(=O)=O)[C:21]=4[N:22]=3)[CH:14]=2)[CH2:9][CH2:8][CH2:7]1)=[O:5].[OH-].[K+].C([O-])(O)=O.[Na+]. Product: [CH3:49][N:2]([CH3:1])[CH2:3][C:4]([N:6]1[C:15]2[C:10](=[CH:11][C:12]([CH3:48])=[C:13]([NH:16][C:17]3[NH:22][C:21]4=[N:23][CH:24]=[CH:25][C:20]4=[C:19]([NH:36][C:37]4[CH:46]=[CH:45][CH:44]=[C:43]([F:47])[C:38]=4[C:39]([NH:41][CH3:42])=[O:40])[N:18]=3)[CH:14]=2)[CH2:9][CH2:8][CH2:7]1)=[O:5]. The catalyst class is: 225. (2) Reactant: Cl[C:2]1[CH:3]=[C:4]([CH3:10])[C:5]([OH:9])=[CH:6][C:7]=1[CH3:8].Cl. Product: [CH3:8][C:7]1[CH:2]=[CH:3][C:4]([CH3:10])=[C:5]([OH:9])[C:6]=1[C:6]1[C:5]([OH:9])=[C:4]([CH3:10])[CH:3]=[CH:2][C:7]=1[CH3:8]. The catalyst class is: 463.